From a dataset of Catalyst prediction with 721,799 reactions and 888 catalyst types from USPTO. Predict which catalyst facilitates the given reaction. (1) Reactant: [C:1]([C:3]1[CH:8]=[CH:7][C:6]([NH:9][C:10]([CH:12]2[NH:16][CH:15]([CH2:17][C:18]([CH3:21])([CH3:20])[CH3:19])[C:14]3([C:29]4[C:24](=[C:25]([F:31])[C:26]([Cl:30])=[CH:27][CH:28]=4)[NH:23][C:22]3=[O:32])[CH:13]2[C:33]2[CH:38]=[CH:37][CH:36]=[C:35]([Cl:39])[C:34]=2[F:40])=[O:11])=[CH:5][CH:4]=1)#[N:2].[OH:41]O.[OH-].[Na+]. Product: [C:1]([C:3]1[CH:4]=[CH:5][C:6]([NH:9][C:10]([CH:12]2[NH:16][CH:15]([CH2:17][C:18]([CH3:21])([CH3:20])[CH3:19])[C:14]3([C:29]4[C:24](=[C:25]([F:31])[C:26]([Cl:30])=[CH:27][CH:28]=4)[NH:23][C:22]3=[O:32])[CH:13]2[C:33]2[CH:38]=[CH:37][CH:36]=[C:35]([Cl:39])[C:34]=2[F:40])=[O:11])=[CH:7][CH:8]=1)(=[O:41])[NH2:2]. The catalyst class is: 16. (2) Reactant: [CH3:1][C:2]1[C:7]([N+:8]([O-])=O)=[CH:6][N:5]=[C:4]([C:11]([O:13][CH3:14])=[O:12])[CH:3]=1. Product: [NH2:8][C:7]1[C:2]([CH3:1])=[CH:3][C:4]([C:11]([O:13][CH3:14])=[O:12])=[N:5][CH:6]=1. The catalyst class is: 29.